This data is from Forward reaction prediction with 1.9M reactions from USPTO patents (1976-2016). The task is: Predict the product of the given reaction. (1) Given the reactants [CH2:1]([O:3][C:4]([C:6]1[C:7]2[O:8][C:9]3[CH:19]=[CH:18][CH:17]=[CH:16][C:10]=3[C:11]=2[CH2:12][CH2:13][NH:14][CH:15]=1)=[O:5])[CH3:2].[F:20][C:21]1[CH:22]=[C:23]([CH:27]=[CH:28][C:29]=1[F:30])[C:24](Cl)=[O:25], predict the reaction product. The product is: [CH2:1]([O:3][C:4]([C:6]1[C:7]2[O:8][C:9]3[CH:19]=[CH:18][CH:17]=[CH:16][C:10]=3[C:11]=2[CH2:12][CH2:13][N:14]([C:24](=[O:25])[C:23]2[CH:27]=[CH:28][C:29]([F:30])=[C:21]([F:20])[CH:22]=2)[CH:15]=1)=[O:5])[CH3:2]. (2) The product is: [NH2:29][C:4]1[CH:5]=[C:6]([CH:27]=[CH:28][C:3]=1[C:1]#[N:2])[C:7]([NH:9][C:10]1[N:11]([CH3:26])[N:12]=[C:13]([C:19]([F:25])([F:24])[C:20]([F:21])([F:22])[F:23])[C:14]=1[C:15]([F:16])([F:18])[F:17])=[O:8]. Given the reactants [C:1]([C:3]1[CH:28]=[CH:27][C:6]([C:7]([NH:9][C:10]2[N:11]([CH3:26])[N:12]=[C:13]([C:19]([F:25])([F:24])[C:20]([F:23])([F:22])[F:21])[C:14]=2[C:15]([F:18])([F:17])[F:16])=[O:8])=[CH:5][C:4]=1[N+:29]([O-])=O)#[N:2].[OH-].[Na+].S(S([O-])=O)([O-])=O.[Na+].[Na+], predict the reaction product.